From a dataset of Cav3 T-type calcium channel HTS with 100,875 compounds. Binary Classification. Given a drug SMILES string, predict its activity (active/inactive) in a high-throughput screening assay against a specified biological target. (1) The compound is O1N=C(CC1C(=O)NCCCN(CCCC)CCCC)c1cc([N+]([O-])=O)ccc1. The result is 0 (inactive). (2) The molecule is O(C(=O)Cn1c2c(n(c(=O)n(c2=O)C)C)nc1)Cc1ccccc1. The result is 0 (inactive). (3) The drug is Fc1cc2c([nH]c(c3ccc(OC)cc3)cc2=O)cc1. The result is 0 (inactive). (4) The molecule is S1(=O)(=O)N(c2c3c1cccc3ccc2)CC(=O)N1CCOCC1. The result is 0 (inactive). (5) The compound is S(c1n(\c([nH]n1)=C1\c2c(N=C1)cccc2)CC)CC(=O)Nc1sc(SCC)nn1. The result is 0 (inactive). (6) The drug is Oc1ccc(CC2N(C=3N(C2)C(CN3)Cc2ccc(O)cc2)CCNC(=O)/C(C)=C\C)cc1. The result is 0 (inactive). (7) The drug is S1CC(=O)/C(=C(/Nc2c(cccc2)C)C)C1=O. The result is 0 (inactive). (8) The molecule is Clc1cc2N(c3c(c(sc3Sc2cc1)C)C(OCC)=O)C(=O)C. The result is 1 (active). (9) The compound is Brc1n(c2c(n(c(=O)[nH]c2=O)C)n1)CCOc1ccccc1. The result is 0 (inactive). (10) The compound is Fc1ccc(c2[nH]ncc2/C=C(\c2[nH]c3c(n2)ccc(c3)C)C#N)cc1. The result is 0 (inactive).